Dataset: Forward reaction prediction with 1.9M reactions from USPTO patents (1976-2016). Task: Predict the product of the given reaction. (1) Given the reactants [CH3:1][O:2][C:3]1[CH:4]=[C:5]2[C:10](=[CH:11][C:12]=1[O:13][CH3:14])[N:9]=[CH:8][N:7]=[C:6]2[CH:15]1[CH2:20][CH2:19][NH:18][CH2:17][CH2:16]1.[N:21]([C:24]1[CH:29]=[CH:28][CH:27]=[CH:26][CH:25]=1)=[C:22]=[O:23], predict the reaction product. The product is: [C:24]1([NH:21][C:22]([N:18]2[CH2:19][CH2:20][CH:15]([C:6]3[C:5]4[C:10](=[CH:11][C:12]([O:13][CH3:14])=[C:3]([O:2][CH3:1])[CH:4]=4)[N:9]=[CH:8][N:7]=3)[CH2:16][CH2:17]2)=[O:23])[CH:29]=[CH:28][CH:27]=[CH:26][CH:25]=1. (2) Given the reactants [OH-].[Na+].[Cl:3][C:4]1[CH:5]=[C:6]([C:14]2[O:18][N:17]=[C:16]([C:19]3[CH:27]=[CH:26][CH:25]=[C:24]4[C:20]=3[CH:21]=[N:22][N:23]4[C:28]3([CH2:32][C:33]([O:35]CC)=[O:34])[CH2:31][O:30][CH2:29]3)[N:15]=2)[CH:7]=[CH:8][C:9]=1[O:10][CH:11]([CH3:13])[CH3:12].Cl, predict the reaction product. The product is: [Cl:3][C:4]1[CH:5]=[C:6]([C:14]2[O:18][N:17]=[C:16]([C:19]3[CH:27]=[CH:26][CH:25]=[C:24]4[C:20]=3[CH:21]=[N:22][N:23]4[C:28]3([CH2:32][C:33]([OH:35])=[O:34])[CH2:29][O:30][CH2:31]3)[N:15]=2)[CH:7]=[CH:8][C:9]=1[O:10][CH:11]([CH3:12])[CH3:13]. (3) Given the reactants S(Cl)(Cl)(=O)=O.[Cl:6][C:7]1[CH:8]=[C:9]([C@@H:14]2[O:20][CH2:19][CH2:18][N:17]([C:21]([O:23][C:24]([CH3:27])([CH3:26])[CH3:25])=[O:22])[CH2:16][C@H:15]2[CH2:28][C:29](=O)[CH2:30][C:31]([O:33][CH2:34][CH3:35])=[O:32])[CH:10]=[CH:11][C:12]=1[Cl:13].[C:37]([NH2:40])(=[S:39])[CH3:38].C(N(CC)CC)C.C(OC(OC(C)(C)C)=O)(OC(C)(C)C)=O, predict the reaction product. The product is: [Cl:6][C:7]1[CH:8]=[C:9]([C@@H:14]2[O:20][CH2:19][CH2:18][N:17]([C:21]([O:23][C:24]([CH3:25])([CH3:27])[CH3:26])=[O:22])[CH2:16][C@H:15]2[CH2:28][C:29]2[N:40]=[C:37]([CH3:38])[S:39][C:30]=2[C:31]([O:33][CH2:34][CH3:35])=[O:32])[CH:10]=[CH:11][C:12]=1[Cl:13]. (4) Given the reactants [Br:1][C:2]1[C:7](=[O:8])[N:6]2[CH:9]=[CH:10][CH:11]=[CH:12][C:5]2=[N:4][C:3]=1[CH2:13]Cl.[C:15]([O-:18])(=[O:17])[CH3:16].[K+].CN(C=O)C, predict the reaction product. The product is: [C:15]([O:18][CH2:13][C:3]1[N:4]=[C:5]2[CH:12]=[CH:11][CH:10]=[CH:9][N:6]2[C:7](=[O:8])[C:2]=1[Br:1])(=[O:17])[CH3:16]. (5) Given the reactants [C:1]([O:5][CH2:6][CH2:7][OH:8])([CH3:4])([CH3:3])[CH3:2].N1C=CC=CC=1.[Cl:15][C:16](Cl)([O:18]C(=O)OC(Cl)(Cl)Cl)Cl, predict the reaction product. The product is: [C:16]([Cl:15])(=[O:18])[O:8][CH2:7][CH2:6][O:5][C:1]([CH3:4])([CH3:3])[CH3:2]. (6) Given the reactants [Cl:1][C:2]1[CH:3]=[N:4][C:5]2[CH:6]=[CH:7][C:8](=[O:30])[N:9]3[CH2:13][C:12]([CH2:15][N:16]4[CH2:21][CH2:20][CH:19]([NH:22]C(=O)OC(C)(C)C)[CH2:18][CH2:17]4)([OH:14])[C:11]=1[C:10]=23, predict the reaction product. The product is: [NH2:22][CH:19]1[CH2:18][CH2:17][N:16]([CH2:15][C:12]2([OH:14])[C:11]3=[C:2]([Cl:1])[CH:3]=[N:4][C:5]4[CH:6]=[CH:7][C:8](=[O:30])[N:9]([C:10]=43)[CH2:13]2)[CH2:21][CH2:20]1. (7) The product is: [CH3:7][O:8][C:9]1[CH:10]=[C:11](/[CH:21]=[CH:22]/[C:23]2[N:37]=[C:26]3[CH:27]([CH:31]4[CH2:32][CH2:33][N:34]([C:3](=[O:5])[CH3:4])[CH2:35][CH2:36]4)[CH2:28][CH2:29][CH2:30][N:25]3[N:24]=2)[CH:12]=[CH:13][C:14]=1[N:15]1[CH:19]=[C:18]([CH3:20])[N:17]=[CH:16]1. Given the reactants [OH-].[Na+].[C:3](Cl)(=[O:5])[CH3:4].[CH3:7][O:8][C:9]1[CH:10]=[C:11](/[CH:21]=[CH:22]/[C:23]2[N:37]=[C:26]3[CH:27]([CH:31]4[CH2:36][CH2:35][NH:34][CH2:33][CH2:32]4)[CH2:28][CH2:29][CH2:30][N:25]3[N:24]=2)[CH:12]=[CH:13][C:14]=1[N:15]1[CH:19]=[C:18]([CH3:20])[N:17]=[CH:16]1.C(Cl)(Cl)Cl, predict the reaction product. (8) Given the reactants [NH2:1][C:2]1[N:7]=[CH:6][N:5]=[C:4]2[N:8]([CH:12]([C:14]3[O:15][C:16]4[C:21]([C:22](=[O:31])[C:23]=3[C:24]3[CH:29]=[CH:28][CH:27]=[C:26]([F:30])[CH:25]=3)=[CH:20][CH:19]=[CH:18][CH:17]=4)[CH3:13])[N:9]=[C:10](I)[C:3]=12.C(=O)([O-])[O-].[Na+].[Na+].ClCCl.[CH3:41][N:42]([CH:44]=O)C, predict the reaction product. The product is: [NH2:1][C:2]1[N:7]=[CH:6][N:5]=[C:4]2[N:8]([CH:12]([C:14]3[O:15][C:16]4[C:21]([C:22](=[O:31])[C:23]=3[C:24]3[CH:29]=[CH:28][CH:27]=[C:26]([F:30])[CH:25]=3)=[CH:20][CH:19]=[CH:18][CH:17]=4)[CH3:13])[N:9]=[C:10]([C:21]3[CH:20]=[C:44]4[C:14]([C:12]([CH3:13])=[N:8][N:42]4[CH3:41])=[CH:23][CH:22]=3)[C:3]=12.